This data is from Human liver microsome stability data. The task is: Regression/Classification. Given a drug SMILES string, predict its absorption, distribution, metabolism, or excretion properties. Task type varies by dataset: regression for continuous measurements (e.g., permeability, clearance, half-life) or binary classification for categorical outcomes (e.g., BBB penetration, CYP inhibition). Dataset: hlm. (1) The molecule is COc1cc(-c2nnc(/C=C/c3nnc(-c4ccc(S(C)(=O)=O)cn4)n3-c3ccccc3Cl)o2)ccn1. The result is 0 (unstable in human liver microsomes). (2) The drug is N#Cc1ncccc1CSc1nc(O)c(C#N)c2c1COCC2. The result is 1 (stable in human liver microsomes). (3) The molecule is O=C(NOCCO)c1cc(CN2CCOC2=O)c(F)c(F)c1Nc1ccc(I)cc1F. The result is 0 (unstable in human liver microsomes). (4) The drug is CN=S(=O)(NC)c1ccc(C(F)(F)F)cc1. The result is 0 (unstable in human liver microsomes). (5) The molecule is CCN(CC)CCCN=C(Nc1c2ccc(Cl)cc2nc2ccc(OC)nc12)c1ccccc1. The result is 1 (stable in human liver microsomes).